Dataset: Experimentally validated miRNA-target interactions with 360,000+ pairs, plus equal number of negative samples. Task: Binary Classification. Given a miRNA mature sequence and a target amino acid sequence, predict their likelihood of interaction. The miRNA is hsa-miR-8087 with sequence GAAGACUUCUUGGAUUACAGGGG. The protein sequence of the target gene is MHSMEVGLVPAPAREPRLTRWLRRGSGILAHLIALGFTIFLTVLSRPGTSLFSWHPVFMALAFCLCMAEAILLFSPEHSLFFFCSRKTRIRLHWAGQTMAILCAVLGLGFIISSKIRSEMSHLVSWHSWIGALTLLATGGQALCGLCLLCPRAARVSRVARLKLYHLTCGLVVYLMATVTVLLGMYSVWFQAQIKGTAWYLCLGLPLYPALVIMHQISSSYLPRKKVEI. Result: 0 (no interaction).